This data is from Full USPTO retrosynthesis dataset with 1.9M reactions from patents (1976-2016). The task is: Predict the reactants needed to synthesize the given product. (1) Given the product [NH2:3][CH2:12][C:13]1[C:14]([CH2:31][CH2:32][CH2:33][CH2:34][C:35]([O:37][CH2:38][CH3:39])=[O:36])=[C:15]([C:24]2[CH:25]=[N:26][CH:27]=[C:28]([CH3:30])[CH:29]=2)[C:16]2[N:17]([C:19]([CH2:22][CH3:23])=[CH:20][CH:21]=2)[N:18]=1, predict the reactants needed to synthesize it. The reactants are: O=C1C2C(=CC=CC=2)C(=O)[N:3]1[CH2:12][C:13]1[C:14]([CH2:31][CH2:32][CH2:33][CH2:34][C:35]([O:37][CH2:38][CH3:39])=[O:36])=[C:15]([C:24]2[CH:25]=[N:26][CH:27]=[C:28]([CH3:30])[CH:29]=2)[C:16]2[N:17]([C:19]([CH2:22][CH3:23])=[CH:20][CH:21]=2)[N:18]=1.O.NN. (2) Given the product [C:1]([O:5][C:6]([N:8]1[CH2:13][CH2:12][CH:11]([CH2:14][CH2:15][N:16]2[CH2:17][CH2:18][N:19]([C:22]3[CH:27]=[CH:26][C:25]([C:28]([OH:30])=[O:29])=[CH:24][CH:23]=3)[CH2:20][CH2:21]2)[CH2:10][CH2:9]1)=[O:7])([CH3:4])([CH3:2])[CH3:3], predict the reactants needed to synthesize it. The reactants are: [C:1]([O:5][C:6]([N:8]1[CH2:13][CH2:12][CH:11]([CH2:14][CH2:15][N:16]2[CH2:21][CH2:20][N:19]([C:22]3[CH:27]=[CH:26][C:25]([C:28]([O:30]CC)=[O:29])=[CH:24][CH:23]=3)[CH2:18][CH2:17]2)[CH2:10][CH2:9]1)=[O:7])([CH3:4])([CH3:3])[CH3:2].[OH-].[Na+]. (3) Given the product [CH:16]1([CH2:19][NH:20][C:2]2[CH:7]=[CH:6][C:5]([NH:8][C:9](=[O:12])[O:10][CH3:11])=[CH:4][C:3]=2[N+:13]([O-:15])=[O:14])[CH2:18][CH2:17]1, predict the reactants needed to synthesize it. The reactants are: F[C:2]1[CH:7]=[CH:6][C:5]([NH:8][C:9](=[O:12])[O:10][CH3:11])=[CH:4][C:3]=1[N+:13]([O-:15])=[O:14].[CH:16]1([CH2:19][NH2:20])[CH2:18][CH2:17]1. (4) Given the product [Br:1][C:2]1[CH:10]=[CH:9][C:5]([C:6]([NH:20][C:12]2[S:11][C:15]3[CH2:16][CH2:17][CH2:18][CH2:19][C:14]=3[N:13]=2)=[O:7])=[CH:4][CH:3]=1, predict the reactants needed to synthesize it. The reactants are: [Br:1][C:2]1[CH:10]=[CH:9][C:5]([C:6](Cl)=[O:7])=[CH:4][CH:3]=1.[S:11]1[C:15]2[CH2:16][CH2:17][CH2:18][CH2:19][C:14]=2[N:13]=[C:12]1[NH2:20]. (5) Given the product [F:1][C:2]1[CH:3]=[N:4][C:5]([NH:11][CH:12]([CH3:17])[C:13]([F:16])([F:15])[F:14])=[C:6]([CH:10]=1)[C:7]([NH:53][C:49]([CH3:50])([C:51]#[CH:52])[CH3:48])=[O:9], predict the reactants needed to synthesize it. The reactants are: [F:1][C:2]1[CH:3]=[N:4][C:5]([NH:11][CH:12]([CH3:17])[C:13]([F:16])([F:15])[F:14])=[C:6]([CH:10]=1)[C:7]([OH:9])=O.CCN=C=NCCCN(C)C.C1C=CC2N(O)N=NC=2C=1.CCN(C(C)C)C(C)C.[CH3:48][C:49]([NH2:53])([C:51]#[CH:52])[CH3:50]. (6) Given the product [O:16]1[C:20]2[CH:21]=[CH:22][C:23]([C:25]3([C:28]([NH:11][C:7]4[CH:6]=[C:5]5[C:10](=[CH:9][CH:8]=4)[N:2]([CH3:1])[C:3]([C:12]4([CH3:15])[CH2:13][CH2:14]4)=[CH:4]5)=[O:29])[CH2:26][CH2:27]3)=[CH:24][C:19]=2[O:18][CH2:17]1, predict the reactants needed to synthesize it. The reactants are: [CH3:1][N:2]1[C:10]2[C:5](=[CH:6][C:7]([NH2:11])=[CH:8][CH:9]=2)[CH:4]=[C:3]1[C:12]1([CH3:15])[CH2:14][CH2:13]1.[O:16]1[C:20]2[CH:21]=[CH:22][C:23]([C:25]3([C:28](O)=[O:29])[CH2:27][CH2:26]3)=[CH:24][C:19]=2[O:18][CH2:17]1.C(N(CC)CC)C.F[P-](F)(F)(F)(F)F.N1(OC(N(C)C)=[N+](C)C)C2N=CC=CC=2N=N1. (7) The reactants are: [Cl:1][C:2]1[CH:3]=[CH:4][C:5]([O:20][CH2:21][C:22]2[CH:27]=[CH:26][C:25]([Cl:28])=[CH:24][CH:23]=2)=[C:6]([CH:19]=1)[CH2:7][N:8]1[C:12]([CH3:13])=[CH:11][C:10]([CH2:14][CH2:15][C:16](F)=[O:17])=[N:9]1.[F:29][C:30]([F:36])([F:35])[S:31]([NH2:34])(=[O:33])=[O:32]. Given the product [Cl:1][C:2]1[CH:3]=[CH:4][C:5]([O:20][CH2:21][C:22]2[CH:27]=[CH:26][C:25]([Cl:28])=[CH:24][CH:23]=2)=[C:6]([CH:19]=1)[CH2:7][N:8]1[C:12]([CH3:13])=[CH:11][C:10]([CH2:14][CH2:15][C:16]([NH:34][S:31]([C:30]([F:36])([F:35])[F:29])(=[O:33])=[O:32])=[O:17])=[N:9]1, predict the reactants needed to synthesize it. (8) Given the product [Br:29][C:15]1[N:16]=[CH:17][C:18]([NH:20][CH3:21])=[N:19][C:14]=1[C:4]1[CH:5]=[CH:6][C:7]([O:9][C:10]([F:11])([F:12])[F:13])=[CH:8][C:3]=1[O:2][CH3:1], predict the reactants needed to synthesize it. The reactants are: [CH3:1][O:2][C:3]1[CH:8]=[C:7]([O:9][C:10]([F:13])([F:12])[F:11])[CH:6]=[CH:5][C:4]=1[C:14]1[N:19]=[C:18]([NH:20][CH3:21])[CH:17]=[N:16][CH:15]=1.C1C(=O)N([Br:29])C(=O)C1. (9) Given the product [C:1]([C:4]1[C:12]2[C:7](=[CH:8][CH:9]=[C:10]([N:25]3[CH2:24][CH2:23][N:22]([C:28]([O:30][C:31]([CH3:34])([CH3:33])[CH3:32])=[O:29])[CH2:27][CH2:26]3)[CH:11]=2)[N:6]([CH2:14][C:15]([O:17][C:18]([CH3:21])([CH3:20])[CH3:19])=[O:16])[CH:5]=1)(=[O:3])[CH3:2], predict the reactants needed to synthesize it. The reactants are: [C:1]([C:4]1[C:12]2[C:7](=[CH:8][CH:9]=[C:10](Br)[CH:11]=2)[N:6]([CH2:14][C:15]([O:17][C:18]([CH3:21])([CH3:20])[CH3:19])=[O:16])[CH:5]=1)(=[O:3])[CH3:2].[N:22]1([C:28]([O:30][C:31]([CH3:34])([CH3:33])[CH3:32])=[O:29])[CH2:27][CH2:26][NH:25][CH2:24][CH2:23]1.C(=O)([O-])[O-].[Cs+].[Cs+].